This data is from Peptide-MHC class II binding affinity with 134,281 pairs from IEDB. The task is: Regression. Given a peptide amino acid sequence and an MHC pseudo amino acid sequence, predict their binding affinity value. This is MHC class II binding data. (1) The peptide sequence is EEPDDIDCWCYGVEN. The MHC is DRB5_0101 with pseudo-sequence DRB5_0101. The binding affinity (normalized) is 0. (2) The peptide sequence is QVCYNFKVQFLFSSM. The MHC is DRB1_0802 with pseudo-sequence DRB1_0802. The binding affinity (normalized) is 0.757.